This data is from Catalyst prediction with 721,799 reactions and 888 catalyst types from USPTO. The task is: Predict which catalyst facilitates the given reaction. (1) Reactant: [CH3:1][O:2][C:3]1[CH:4]=[C:5]2[C:10](=[CH:11][C:12]=1[O:13][CH3:14])[C:9]([CH3:15])=[N:8][C:7]([OH:16])=[CH:6]2.CCN(C(C)C)C(C)C.[C:26](OC(=O)C)(=[O:28])[CH3:27]. Product: [C:26]([O:16][C:7]1[N:8]=[C:9]([CH3:15])[C:10]2[C:5]([CH:6]=1)=[CH:4][C:3]([O:2][CH3:1])=[C:12]([O:13][CH3:14])[CH:11]=2)(=[O:28])[CH3:27]. The catalyst class is: 64. (2) Reactant: [CH:1]12[CH2:8][CH2:7][CH:4]([CH2:5][CH2:6]1)[C:3](=[O:9])[NH:2]2.Br[C:11]1[S:12][CH:13]=[CH:14][N:15]=1.C([O-])([O-])=O.[Cs+].[Cs+].CC1(C)C2C(=C(P(C3C=CC=CC=3)C3C=CC=CC=3)C=CC=2)OC2C(P(C3C=CC=CC=3)C3C=CC=CC=3)=CC=CC1=2. Product: [S:12]1[CH:13]=[CH:14][N:15]=[C:11]1[N:2]1[C:3](=[O:9])[CH:4]2[CH2:7][CH2:8][CH:1]1[CH2:6][CH2:5]2. The catalyst class is: 203. (3) Reactant: C1([N:4]([CH2:6][C:7]2[CH:34]=[N:33][C:10]3[O:11][C:12]4[C:17]([N:18]5[CH2:23][CH2:22][O:21][CH2:20][CH2:19]5)=[N:16][C:15]([C:24]5[CH:32]=[CH:31][CH:30]=[C:29]6[C:25]=5[CH:26]=[CH:27][NH:28]6)=[N:14][C:13]=4[C:9]=3[CH:8]=2)[CH3:5])CC1.[BH3-]C#N.[Na+].[BH-](OC(C)=O)(OC(C)=O)OC(C)=O.[Na+].CC([O-])=O.[Na+].Cl.[CH:59]1([CH2:62]NC)[CH2:61][CH2:60]1. Product: [CH:59]1([CH2:62][N:4]([CH2:6][C:7]2[CH:34]=[N:33][C:10]3[O:11][C:12]4[C:17]([N:18]5[CH2:19][CH2:20][O:21][CH2:22][CH2:23]5)=[N:16][C:15]([C:24]5[CH:32]=[CH:31][CH:30]=[C:29]6[C:25]=5[CH:26]=[CH:27][NH:28]6)=[N:14][C:13]=4[C:9]=3[CH:8]=2)[CH3:5])[CH2:61][CH2:60]1. The catalyst class is: 655. (4) Reactant: [CH2:1]([S-:3])[CH3:2].[Na+].[O:5]([CH2:12][CH2:13][CH2:14]Br)[C:6]1[CH:11]=[CH:10][CH:9]=[CH:8][CH:7]=1. Product: [O:5]([CH2:12][CH2:13][CH2:14][S:3][CH2:1][CH3:2])[C:6]1[CH:11]=[CH:10][CH:9]=[CH:8][CH:7]=1. The catalyst class is: 8. (5) Reactant: [Br:1][C:2]1[CH:7]=[CH:6][C:5]([C:8](=[O:13])[C:9]([F:12])([F:11])[F:10])=[CH:4][CH:3]=1.[BH4-].[Na+].C(Cl)Cl. The catalyst class is: 1. Product: [Br:1][C:2]1[CH:7]=[CH:6][C:5]([CH:8]([OH:13])[C:9]([F:11])([F:12])[F:10])=[CH:4][CH:3]=1. (6) Reactant: [F:1][C:2]1[CH:7]=[CH:6][CH:5]=[CH:4][C:3]=1[CH:8](O)[CH:9]([CH2:13][C:14]1[CH:19]=[CH:18][C:17]([C:20]([F:23])([F:22])[F:21])=[CH:16][CH:15]=1)C(O)=O.C1(P(N=[N+]=[N-])(C2C=CC=CC=2)=[O:32])C=CC=CC=1.C([N:44]([CH2:47]C)CC)C.[OH2:49]. Product: [F:1][C:2]1[CH:7]=[CH:6][CH:5]=[CH:4][C:3]=1[CH:8]1[O:49][C:47](=[O:32])[NH:44][CH:9]1[CH2:13][C:14]1[CH:15]=[CH:16][C:17]([C:20]([F:21])([F:22])[F:23])=[CH:18][CH:19]=1. The catalyst class is: 7. (7) Reactant: [NH2:1][C:2]1[S:3][C:4]2[C:9]([N:10]=1)=[CH:8][CH:7]=[C:6]([O:11][C:12]1[CH:13]=[C:14]([NH:20][C:21](=[O:33])[C:22]3[CH:27]=[CH:26][CH:25]=[C:24]([C:28]([C:31]#[N:32])([CH3:30])[CH3:29])[CH:23]=3)[CH:15]=[CH:16][C:17]=1[C:18]#[N:19])[N:5]=2.[Cl:34][CH2:35][C:36](Cl)=[O:37]. Product: [Cl:34][CH2:35][C:36]([NH:1][C:2]1[S:3][C:4]2[C:9]([N:10]=1)=[CH:8][CH:7]=[C:6]([O:11][C:12]1[CH:13]=[C:14]([NH:20][C:21](=[O:33])[C:22]3[CH:27]=[CH:26][CH:25]=[C:24]([C:28]([C:31]#[N:32])([CH3:29])[CH3:30])[CH:23]=3)[CH:15]=[CH:16][C:17]=1[C:18]#[N:19])[N:5]=2)=[O:37]. The catalyst class is: 42. (8) Reactant: [Cl:1][C:2]1[CH:3]=[C:4]([NH:9][C:10]([NH:12][C:13](=[O:22])[CH2:14][C:15]2[CH:20]=[CH:19][C:18]([Cl:21])=[CH:17][CH:16]=2)=S)[CH:5]=[C:6]([F:8])[CH:7]=1.[NH:23]1[C:31]2[C:26](=[CH:27][CH:28]=[C:29]([NH2:32])[CH:30]=2)[CH:25]=[N:24]1.C(Cl)CCl. The catalyst class is: 42. Product: [NH:23]1[C:31]2[C:26](=[CH:27][CH:28]=[C:29]([NH:32][C:10]([NH:9][C:4]3[CH:5]=[C:6]([F:8])[CH:7]=[C:2]([Cl:1])[CH:3]=3)=[N:12][C:13](=[O:22])[CH2:14][C:15]3[CH:20]=[CH:19][C:18]([Cl:21])=[CH:17][CH:16]=3)[CH:30]=2)[CH:25]=[N:24]1. (9) Reactant: Cl.Cl.Cl.[O:4]1[C:8]2[CH:9]=[CH:10][CH:11]=[C:12]([N:13]3[CH2:18][CH2:17][N:16]([CH2:19][CH2:20][C@H:21]4[CH2:26][CH2:25][C@H:24]([NH2:27])[CH2:23][CH2:22]4)[CH2:15][CH2:14]3)[C:7]=2[O:6][CH2:5]1.C(N(CC)CC)C.[C:35](Cl)(=[O:38])[O:36][CH3:37]. Product: [CH3:37][O:36][C:35](=[O:38])[NH:27][C@H:24]1[CH2:25][CH2:26][C@H:21]([CH2:20][CH2:19][N:16]2[CH2:17][CH2:18][N:13]([C:12]3[C:7]4[O:6][CH2:5][O:4][C:8]=4[CH:9]=[CH:10][CH:11]=3)[CH2:14][CH2:15]2)[CH2:22][CH2:23]1. The catalyst class is: 4.